From a dataset of Peptide-MHC class II binding affinity with 134,281 pairs from IEDB. Regression. Given a peptide amino acid sequence and an MHC pseudo amino acid sequence, predict their binding affinity value. This is MHC class II binding data. (1) The peptide sequence is AFKVAATAANVAPAN. The MHC is DRB1_0701 with pseudo-sequence DRB1_0701. The binding affinity (normalized) is 0.684. (2) The peptide sequence is GELQIVDKIDAAFWI. The MHC is DRB3_0101 with pseudo-sequence DRB3_0101. The binding affinity (normalized) is 0.600.